Dataset: Catalyst prediction with 721,799 reactions and 888 catalyst types from USPTO. Task: Predict which catalyst facilitates the given reaction. (1) Reactant: [NH2:1][C:2]1[CH:7]=[CH:6][N:5]=[CH:4][C:3]=1[C:8]([O:10][CH3:11])=[O:9].C([C:16]1[CH:24]=[CH:23][C:19]([C:20](Cl)=[O:21])=[C:18]([O:25][CH:26]2[CH2:31][CH2:30][N:29]([C:32]([O:34][C:35]([CH3:38])([CH3:37])[CH3:36])=[O:33])[CH2:28][CH2:27]2)[CH:17]=1)(C)(C)C.C(N(CC)[CH:43]([CH3:45])[CH3:44])(C)C.Cl[CH2:49]Cl. Product: [C:43]([C:2]1([NH:1][C:20](=[O:21])[C:19]2[CH:23]=[CH:24][CH:16]=[CH:17][C:18]=2[O:25][CH:26]2[CH2:27][CH2:28][N:29]([C:32]([O:34][C:35]([CH3:36])([CH3:37])[CH3:38])=[O:33])[CH2:30][CH2:31]2)[CH:7]=[CH:6][N:5]=[CH:4][CH:3]1[C:8]([O:10][CH3:11])=[O:9])([CH3:45])([CH3:49])[CH3:44]. The catalyst class is: 13. (2) Reactant: Br[C:2]1[CH:3]=[CH:4][C:5]([CH3:8])=[N:6][CH:7]=1.C([Li])CCC.CCCCCC.[B:20](OC(C)C)([O:25]C(C)C)[O:21]C(C)C. Product: [CH3:8][C:5]1[CH:4]=[CH:3][C:2]([B:20]([OH:25])[OH:21])=[CH:7][N:6]=1. The catalyst class is: 27. (3) Reactant: [CH:1]1([N:4]=[C:5]=[S:6])[CH2:3][CH2:2]1.[F:7][C:8]1[CH:13]=[CH:12][C:11]([NH:14][C:15]([C:17]2[C:25]3[C:20](=[CH:21][CH:22]=[C:23]([NH2:27])[C:24]=3Br)[NH:19][N:18]=2)=[O:16])=[CH:10][CH:9]=1. Product: [F:7][C:8]1[CH:9]=[CH:10][C:11]([NH:14][C:15]([C:17]2[C:25]3[C:24]4[S:6][C:5]([NH:4][CH:1]5[CH2:3][CH2:2]5)=[N:27][C:23]=4[CH:22]=[CH:21][C:20]=3[NH:19][N:18]=2)=[O:16])=[CH:12][CH:13]=1. The catalyst class is: 5.